This data is from Catalyst prediction with 721,799 reactions and 888 catalyst types from USPTO. The task is: Predict which catalyst facilitates the given reaction. (1) Reactant: [NH2:1][CH:2]1[CH2:7][CH2:6][N:5]([C:8]([O:10][C:11]([CH3:14])([CH3:13])[CH3:12])=[O:9])[CH2:4][CH2:3]1.[C:15]([N:18]1[C:27]2[C:22](=[CH:23][C:24](Br)=[CH:25][CH:26]=2)[C@H:21]([NH:29][C:30](=[O:39])[O:31][CH2:32][C:33]2[CH:38]=[CH:37][CH:36]=[CH:35][CH:34]=2)[C@@H:20]([CH3:40])[C@@H:19]1[CH3:41])(=[O:17])[CH3:16].CN(C1C(C2C(P(C3CCCCC3)C3CCCCC3)=CC=CC=2)=CC=CC=1)C.CC(C)([O-])C.[Na+]. Product: [C:15]([N:18]1[C:27]2[C:22](=[CH:23][C:24]([NH:1][CH:2]3[CH2:3][CH2:4][N:5]([C:8]([O:10][C:11]([CH3:14])([CH3:13])[CH3:12])=[O:9])[CH2:6][CH2:7]3)=[CH:25][CH:26]=2)[C@H:21]([NH:29][C:30]([O:31][CH2:32][C:33]2[CH:38]=[CH:37][CH:36]=[CH:35][CH:34]=2)=[O:39])[C@@H:20]([CH3:40])[C@@H:19]1[CH3:41])(=[O:17])[CH3:16]. The catalyst class is: 62. (2) Reactant: [Br:1][C:2]1[CH:11]=[C:10]2[C:5]([C:6]([OH:12])=[CH:7][CH:8]=[N:9]2)=[CH:4][CH:3]=1.[F:13][C:14]([F:27])([F:26])[S:15](O[S:15]([C:14]([F:27])([F:26])[F:13])(=[O:17])=[O:16])(=[O:17])=[O:16]. Product: [Br:1][C:2]1[CH:11]=[C:10]2[C:5]([C:6]([O:12][S:15]([C:14]([F:27])([F:26])[F:13])(=[O:17])=[O:16])=[CH:7][CH:8]=[N:9]2)=[CH:4][CH:3]=1. The catalyst class is: 17. (3) Reactant: [CH2:1]([O:3][C:4](=[O:17])[CH2:5][CH2:6][C:7]1[CH:12]=[CH:11][C:10](OB(O)O)=[CH:9][CH:8]=1)[CH3:2].C(N(CC)CC)C.[C:25]1(=[O:30])[CH2:29][CH2:28][CH:27]=[CH:26]1.C(=O)(O)[O-].[Na+]. Product: [CH2:1]([O:3][C:4](=[O:17])[CH2:5][CH2:6][C:7]1[CH:12]=[CH:11][C:10]([C@H:27]2[CH2:28][CH2:29][C:25](=[O:30])[CH2:26]2)=[CH:9][CH:8]=1)[CH3:2]. The catalyst class is: 38.